Dataset: Full USPTO retrosynthesis dataset with 1.9M reactions from patents (1976-2016). Task: Predict the reactants needed to synthesize the given product. (1) Given the product [CH2:8]([NH:26][C:27](=[O:28])[O:51][C:46]1[CH:47]=[CH:48][CH:49]=[CH:50][C:45]=1[CH2:44][CH2:43][C:42]([N:39]1[CH2:40][CH2:41][N:36]([CH2:29][C:30]2[CH:35]=[CH:34][CH:33]=[CH:32][CH:31]=2)[CH2:37][CH2:38]1)=[O:52])[CH2:9][CH2:10][CH2:11][CH2:12][CH2:13][CH2:14][CH2:15][CH2:16][CH2:17][CH2:18][CH2:19][CH2:20][CH2:21][CH2:22][CH2:23][CH2:24][CH3:25], predict the reactants needed to synthesize it. The reactants are: C(N(CC)CC)C.[CH2:8]([N:26]=[C:27]=[O:28])[CH2:9][CH2:10][CH2:11][CH2:12][CH2:13][CH2:14][CH2:15][CH2:16][CH2:17][CH2:18][CH2:19][CH2:20][CH2:21][CH2:22][CH2:23][CH2:24][CH3:25].[CH2:29]([N:36]1[CH2:41][CH2:40][N:39]([C:42](=[O:52])[CH2:43][CH2:44][C:45]2[CH:50]=[CH:49][CH:48]=[CH:47][C:46]=2[OH:51])[CH2:38][CH2:37]1)[C:30]1[CH:35]=[CH:34][CH:33]=[CH:32][CH:31]=1. (2) Given the product [NH2:1][C:2]1[N:6]([CH:7]2[CH2:12][CH2:11][CH2:10][NH:9][CH2:8]2)[N:5]=[C:4]([C:23]2[CH:24]=[CH:25][C:26]([CH:29]([OH:36])[C:30]3[CH:31]=[CH:32][CH:33]=[CH:34][CH:35]=3)=[CH:27][CH:28]=2)[C:3]=1[C:37]#[N:38], predict the reactants needed to synthesize it. The reactants are: [NH2:1][C:2]1[N:6]([CH:7]2[CH2:12][CH2:11][CH2:10][N:9](C(OCC3C=CC=CC=3)=O)[CH2:8]2)[N:5]=[C:4]([C:23]2[CH:28]=[CH:27][C:26]([C:29](=[O:36])[C:30]3[CH:35]=[CH:34][CH:33]=[CH:32][CH:31]=3)=[CH:25][CH:24]=2)[C:3]=1[C:37]#[N:38].[H][H].